Dataset: Forward reaction prediction with 1.9M reactions from USPTO patents (1976-2016). Task: Predict the product of the given reaction. (1) Given the reactants [N:1]1[NH:2][N:3]=[N:4][C:5]=1/[CH:6]=[CH:7]/[C:8]1[CH:13]=[CH:12][C:11]([CH2:14][CH:15]2[C:24]3[C:19](=[CH:20][C:21]([O:25][CH2:26][C:27]4[CH:32]=[CH:31][CH:30]=[CH:29][CH:28]=4)=[CH:22][CH:23]=3)[CH2:18][CH2:17][N:16]2[C:33]2[CH:38]=[CH:37][C:36]([F:39])=[CH:35][CH:34]=2)=[CH:10][CH:9]=1.[C:40](=O)([O-])[O-].[Cs+].[Cs+].CI, predict the reaction product. The product is: [CH3:40][N:3]1[N:2]=[N:1][C:5](/[CH:6]=[CH:7]/[C:8]2[CH:13]=[CH:12][C:11]([CH2:14][CH:15]3[C:24]4[C:19](=[CH:20][C:21]([O:25][CH2:26][C:27]5[CH:32]=[CH:31][CH:30]=[CH:29][CH:28]=5)=[CH:22][CH:23]=4)[CH2:18][CH2:17][N:16]3[C:33]3[CH:34]=[CH:35][C:36]([F:39])=[CH:37][CH:38]=3)=[CH:10][CH:9]=2)=[N:4]1. (2) The product is: [CH:22]1([N:17]([CH2:18][CH:19]([CH3:21])[CH3:20])[C:13]2[CH:14]=[C:15]([F:16])[C:10]([C:4]3[CH:5]=[C:6]([F:9])[CH:7]=[CH:8][C:3]=3[C:1]3[NH:83][N:82]=[N:81][N:2]=3)=[CH:11][C:12]=2[NH:28][C:29]([NH:31][C:32]2[CH:37]=[CH:36][C:35]([CH3:38])=[CH:34][CH:33]=2)=[O:30])[CH2:23][CH2:24][CH2:25][CH2:26][CH2:27]1. Given the reactants [C:1]([C:3]1[CH:8]=[CH:7][C:6]([F:9])=[CH:5][C:4]=1[C:10]1[C:15]([F:16])=[CH:14][C:13]([N:17]([CH:22]2[CH2:27][CH2:26][CH2:25][CH2:24][CH2:23]2)[CH2:18][CH:19]([CH3:21])[CH3:20])=[C:12]([NH:28][C:29]([NH:31][C:32]2[CH:37]=[CH:36][C:35]([CH3:38])=[CH:34][CH:33]=2)=[O:30])[CH:11]=1)#[N:2].NC1C=C(C2C(C#N)=CC=CC=2)C=CC=1N(CC(C)C)CC(C)C.C(N(CC(C)C)C1C=CC(C2C=CC=CC=2C2N[N:83]=[N:82][N:81]=2)=CC=1N)C(C)C, predict the reaction product.